Dataset: Merck oncology drug combination screen with 23,052 pairs across 39 cell lines. Task: Regression. Given two drug SMILES strings and cell line genomic features, predict the synergy score measuring deviation from expected non-interaction effect. (1) Drug 1: O=S1(=O)NC2(CN1CC(F)(F)F)C1CCC2Cc2cc(C=CCN3CCC(C(F)(F)F)CC3)ccc2C1. Drug 2: NC(=O)c1cccc2cn(-c3ccc(C4CCCNC4)cc3)nc12. Cell line: UWB1289. Synergy scores: synergy=-2.82. (2) Drug 1: O=S1(=O)NC2(CN1CC(F)(F)F)C1CCC2Cc2cc(C=CCN3CCC(C(F)(F)F)CC3)ccc2C1. Drug 2: CN(Cc1cnc2nc(N)nc(N)c2n1)c1ccc(C(=O)NC(CCC(=O)O)C(=O)O)cc1. Cell line: T47D. Synergy scores: synergy=0.345.